Dataset: Catalyst prediction with 721,799 reactions and 888 catalyst types from USPTO. Task: Predict which catalyst facilitates the given reaction. Reactant: [C:1]([N:4]1[C:12]2[C:7](=[CH:8][C:9]([NH:13][C:14](=[O:29])[C:15]3[CH:20]=[CH:19][C:18]([CH3:21])=[N:17][C:16]=3[N:22]3[CH2:27][CH2:26][CH:25]([CH3:28])[CH2:24][CH2:23]3)=[CH:10][CH:11]=2)[CH2:6][CH2:5]1)(=[O:3])[CH3:2].[Na].[NH:31]1[CH:35]=[N:34][CH:33]=[N:32]1.C(OCC)(=O)C.O. The catalyst class is: 9. Product: [CH3:21][C:18]1[CH:19]=[CH:20][C:15]([C:14]([NH:13][C:9]2[CH:8]=[C:7]3[C:12](=[CH:11][CH:10]=2)[N:4]([C:1](=[O:3])[CH2:2][N:31]2[CH:35]=[N:34][CH:33]=[N:32]2)[CH2:5][CH2:6]3)=[O:29])=[C:16]([N:22]2[CH2:27][CH2:26][CH:25]([CH3:28])[CH2:24][CH2:23]2)[N:17]=1.